From a dataset of Catalyst prediction with 721,799 reactions and 888 catalyst types from USPTO. Predict which catalyst facilitates the given reaction. (1) Reactant: Cl.Cl.[OH:3][C:4]([CH3:21])([CH3:20])[CH2:5][NH:6][C:7]1=[N:8][C:9](=[O:19])[S:10]/[C:11]/1=[CH:12]\[CH:13]1[CH2:18][CH2:17][NH:16][CH2:15][CH2:14]1.[Cl:22][C:23]1[CH:30]=[CH:29][C:26]([CH:27]=O)=[C:25]([C:31]([F:34])([F:33])[F:32])[CH:24]=1.C(O[BH-](OC(=O)C)OC(=O)C)(=O)C.[Na+].C(=O)([O-])O.[Na+]. Product: [Cl:22][C:23]1[CH:30]=[CH:29][C:26]([CH2:27][N:16]2[CH2:17][CH2:18][CH:13](/[CH:12]=[C:11]3/[C:7]([NH:6][CH2:5][C:4]([OH:3])([CH3:21])[CH3:20])=[N:8][C:9](=[O:19])[S:10]/3)[CH2:14][CH2:15]2)=[C:25]([C:31]([F:32])([F:33])[F:34])[CH:24]=1. The catalyst class is: 338. (2) Reactant: [CH3:1][S:2]([NH:5][CH:6]1[CH2:11][CH2:10][CH:9]([NH:12]C(=O)OC(C)(C)C)[CH2:8][CH2:7]1)(=[O:4])=[O:3].C(O)(C(F)(F)F)=O.C(OCC)C. Product: [NH2:12][CH:9]1[CH2:10][CH2:11][CH:6]([NH:5][S:2]([CH3:1])(=[O:4])=[O:3])[CH2:7][CH2:8]1. The catalyst class is: 2. (3) Reactant: [CH3:1][O-:2].[Na+].[C:4]([C:6]1[CH:11]=[CH:10][C:9]([N:12]2[C:17](=[O:18])[CH:16]=[C:15]([C:19]([F:22])([F:21])[F:20])[NH:14][C:13]2=[O:23])=[CH:8][C:7]=1[N+]([O-])=O)#[N:5].O.Cl. Product: [C:4]([C:6]1[CH:11]=[CH:10][C:9]([N:12]2[C:17](=[O:18])[CH:16]=[C:15]([C:19]([F:22])([F:21])[F:20])[NH:14][C:13]2=[O:23])=[CH:8][C:7]=1[O:2][CH3:1])#[N:5]. The catalyst class is: 5. (4) Reactant: [O:1]1[CH2:6][CH2:5][N:4]([CH2:7][C:8]2[CH:31]=[CH:30][C:11]([O:12][CH2:13][CH2:14][CH2:15][CH2:16][CH2:17][CH2:18][N:19]3C(=O)C4=CC=CC=C4C3=O)=[CH:10][CH:9]=2)[CH2:3][CH2:2]1.O.NN. Product: [O:1]1[CH2:2][CH2:3][N:4]([CH2:7][C:8]2[CH:9]=[CH:10][C:11]([O:12][CH2:13][CH2:14][CH2:15][CH2:16][CH2:17][CH2:18][NH2:19])=[CH:30][CH:31]=2)[CH2:5][CH2:6]1. The catalyst class is: 353. (5) Reactant: [Cl:1][C:2]1[C:3]([S:11][CH3:12])=[N:4][CH:5]=[C:6]([CH:8]([OH:10])[CH3:9])[CH:7]=1.[H-].[Na+].[CH2:15](Br)[C:16]1[CH:21]=[CH:20][CH:19]=[CH:18][CH:17]=1. Product: [CH2:15]([O:10][CH:8]([C:6]1[CH:7]=[C:2]([Cl:1])[C:3]([S:11][CH3:12])=[N:4][CH:5]=1)[CH3:9])[C:16]1[CH:21]=[CH:20][CH:19]=[CH:18][CH:17]=1. The catalyst class is: 18. (6) Reactant: [CH2:1]([O:3][P:4](/[CH:9]=[CH:10]/[C:11]1[CH:20]=[CH:19][C:18]2[C:13](=[C:14]([C:22]3[C:31]4[C:26](=[CH:27][CH:28]=[CH:29][CH:30]=4)[CH:25]=[CH:24][CH:23]=3)[CH:15]=[C:16]([NH2:21])[CH:17]=2)[N:12]=1)(=[O:8])[O:5][CH2:6][CH3:7])[CH3:2].N1C=CC=CC=1.[CH3:38][S:39](O[S:39]([CH3:38])(=[O:41])=[O:40])(=[O:41])=[O:40].C(Cl)Cl.CC(C)=O. Product: [CH2:1]([O:3][P:4](/[CH:9]=[CH:10]/[C:11]1[CH:20]=[CH:19][C:18]2[C:13](=[C:14]([C:22]3[C:31]4[C:26](=[CH:27][CH:28]=[CH:29][CH:30]=4)[CH:25]=[CH:24][CH:23]=3)[CH:15]=[C:16]([N:21]([S:39]([CH3:38])(=[O:41])=[O:40])[S:39]([CH3:38])(=[O:41])=[O:40])[CH:17]=2)[N:12]=1)(=[O:8])[O:5][CH2:6][CH3:7])[CH3:2]. The catalyst class is: 2.